This data is from Reaction yield outcomes from USPTO patents with 853,638 reactions. The task is: Predict the reaction yield, written as a fraction of the theoretical maximum amount of product (1.0 means a 100% yield; for example, 0.34 means a 34% yield). (1) The reactants are [Br:1][C:2]1[CH:7]=[C:6](F)[CH:5]=[CH:4][C:3]=1[N+:9]([O-:11])=[O:10].C([O-])([O-])=O.[K+].[K+].Cl.[CH:19]12[NH:25][CH:22]([CH2:23][CH2:24]1)[CH2:21][CH2:20]2. The catalyst is CS(C)=O.O. The product is [Br:1][C:2]1[CH:7]=[C:6]([N:25]2[CH:19]3[CH2:24][CH2:23][CH:22]2[CH2:21][CH2:20]3)[CH:5]=[CH:4][C:3]=1[N+:9]([O-:11])=[O:10]. The yield is 0.780. (2) The reactants are [Br:1][C:2]1[CH:9]=[C:8](F)[C:5]([C:6]#[N:7])=[C:4]([F:11])[CH:3]=1.[CH3:12][O-:13].[Na+]. The catalyst is C1COCC1. The product is [Br:1][C:2]1[CH:9]=[C:8]([O:13][CH3:12])[C:5]([C:6]#[N:7])=[C:4]([F:11])[CH:3]=1. The yield is 0.990. (3) The product is [CH2:19]([O:18][C:16](=[O:17])[CH:15]([CH2:14][NH:30][CH2:29][C:28]1[CH:31]=[CH:32][C:25]([F:24])=[CH:26][CH:27]=1)[CH2:21][CH3:22])[CH3:20]. The yield is 0.220. The reactants are [H-].C([Al+]CC(C)C)C(C)C.C(O[C:14](=O)[CH:15]([CH2:21][CH3:22])[C:16]([O:18][CH2:19][CH3:20])=[O:17])C.[F:24][C:25]1[CH:32]=[CH:31][C:28]([CH2:29][NH2:30])=[CH:27][CH:26]=1.C([BH3-])#N.[Na+]. The catalyst is C1(C)C=CC=CC=1.ClCCl.C(O)C.C(O)(=O)C. (4) The reactants are [Cl:1][C:2]1[C:3](=[O:25])[N:4]([CH3:24])[CH:5]=[C:6]([C:9]([N:11]2[CH2:16][CH2:15][CH:14]([C:17]3[CH:22]=[CH:21][C:20]([F:23])=[CH:19][CH:18]=3)[CH2:13][CH2:12]2)=[O:10])[C:7]=1Cl.[O:26]1[C:30]2[CH:31]=[CH:32][C:33]([NH2:35])=[CH:34][C:29]=2[N:28]=[CH:27]1. No catalyst specified. The product is [O:26]1[C:30]2[CH:31]=[CH:32][C:33]([NH:35][C:7]3[C:6]([C:9]([N:11]4[CH2:16][CH2:15][CH:14]([C:17]5[CH:22]=[CH:21][C:20]([F:23])=[CH:19][CH:18]=5)[CH2:13][CH2:12]4)=[O:10])=[CH:5][N:4]([CH3:24])[C:3](=[O:25])[C:2]=3[Cl:1])=[CH:34][C:29]=2[N:28]=[CH:27]1. The yield is 0.0900.